Predict which catalyst facilitates the given reaction. From a dataset of Catalyst prediction with 721,799 reactions and 888 catalyst types from USPTO. (1) Reactant: [CH3:1][C:2]1([CH2:20][OH:21])[CH2:7][O:6][CH:5]([C:8]2[C:13]([O:14][CH3:15])=[CH:12][C:11]([O:16][CH3:17])=[CH:10][C:9]=2[O:18][CH3:19])[O:4][CH2:3]1.C(N(CC)CC)C.[C:29](Cl)(=[O:33])[C:30]([CH3:32])=[CH2:31].CO. Product: [C:29]([O:21][CH2:20][C:2]1([CH3:1])[CH2:3][O:4][CH:5]([C:8]2[C:9]([O:18][CH3:19])=[CH:10][C:11]([O:16][CH3:17])=[CH:12][C:13]=2[O:14][CH3:15])[O:6][CH2:7]1)(=[O:33])[C:30]([CH3:32])=[CH2:31]. The catalyst class is: 4. (2) Reactant: [OH:1][CH2:2][CH2:3][CH2:4][C:5]1[C:6]([Cl:24])=[N:7][C:8]2[N:9]([N:21]=[CH:22][CH:23]=2)[C:10]=1[NH:11][C:12]1[CH:17]=[CH:16][C:15]([O:18][CH2:19][CH3:20])=[CH:14][CH:13]=1.C(N(CC)CC)C.[C:32]([Si:36](Cl)([CH3:38])[CH3:37])([CH3:35])([CH3:34])[CH3:33].Cl. Product: [Si:36]([O:1][CH2:2][CH2:3][CH2:4][C:5]1[C:6]([Cl:24])=[N:7][C:8]2[N:9]([N:21]=[CH:22][CH:23]=2)[C:10]=1[NH:11][C:12]1[CH:13]=[CH:14][C:15]([O:18][CH2:19][CH3:20])=[CH:16][CH:17]=1)([C:32]([CH3:35])([CH3:34])[CH3:33])([CH3:38])[CH3:37]. The catalyst class is: 2. (3) Product: [CH:31]([OH:33])=[O:32].[CH3:30][N:3]1[CH2:8][CH2:7][CH:6]([CH:9]([C:24]2[CH:25]=[N:26][CH:27]=[CH:28][CH:29]=2)[CH2:10][NH:11][C:12]([C:14]2[C:15]([Cl:23])=[C:16]3[C:20](=[CH:21][CH:22]=2)[NH:19][CH:18]=[CH:17]3)=[O:13])[CH2:5][CH2:4]1. The catalyst class is: 61. Reactant: Cl.Cl.[NH:3]1[CH2:8][CH2:7][CH:6]([CH:9]([C:24]2[CH:25]=[N:26][CH:27]=[CH:28][CH:29]=2)[CH2:10][NH:11][C:12]([C:14]2[C:15]([Cl:23])=[C:16]3[C:20](=[CH:21][CH:22]=2)[NH:19][CH:18]=[CH:17]3)=[O:13])[CH2:5][CH2:4]1.[CH3:30][C:31]([OH:33])=[O:32].C=O.C(O[BH-](OC(=O)C)OC(=O)C)(=O)C.[Na+].